From a dataset of Forward reaction prediction with 1.9M reactions from USPTO patents (1976-2016). Predict the product of the given reaction. (1) Given the reactants [NH2:1][O:2][C:3](=[O:28])[CH2:4][CH2:5][CH2:6][CH2:7][CH2:8][CH2:9][C:10]([NH:12][C:13]1[CH:27]=[CH:26][C:16]([CH2:17][NH:18]C(=O)OC(C)(C)C)=[CH:15][CH:14]=1)=[O:11].Cl, predict the reaction product. The product is: [NH2:18][CH2:17][C:16]1[CH:26]=[CH:27][C:13]([NH:12][C:10](=[O:11])[CH2:9][CH2:8][CH2:7][CH2:6][CH2:5][CH2:4][C:3]([O:2][NH2:1])=[O:28])=[CH:14][CH:15]=1. (2) Given the reactants [NH2:1][C:2]1[CH:3]=[C:4]([CH3:17])[CH:5]=[C:6]2[C:10]=1[NH:9][C:8]([C:11]1[CH:16]=[CH:15][CH:14]=[CH:13][N:12]=1)=[CH:7]2.CCN(CC)CC.[C:25](Cl)(=[O:32])[C:26]1[CH:31]=[CH:30][CH:29]=[CH:28][CH:27]=1, predict the reaction product. The product is: [CH3:17][C:4]1[CH:5]=[C:6]2[C:10](=[C:2]([NH:1][C:25](=[O:32])[C:26]3[CH:31]=[CH:30][CH:29]=[CH:28][CH:27]=3)[CH:3]=1)[NH:9][C:8]([C:11]1[CH:16]=[CH:15][CH:14]=[CH:13][N:12]=1)=[CH:7]2. (3) Given the reactants [Cl:1][C:2]1[CH:3]=[C:4]2[C:10]([C:11]3[N:16]=[C:15]([NH:17][C@H:18]4[CH2:23][CH2:22][CH2:21][N:20]([C:24]([NH2:26])=[NH:25])[CH2:19]4)[C:14]([F:27])=[CH:13][N:12]=3)=[CH:9][N:8](S(C3C=CC(C)=CC=3)(=O)=O)[C:5]2=[N:6][CH:7]=1.C[O-].[Na+], predict the reaction product. The product is: [Cl:1][C:2]1[CH:3]=[C:4]2[C:10]([C:11]3[N:16]=[C:15]([NH:17][C@H:18]4[CH2:23][CH2:22][CH2:21][N:20]([C:24](=[NH:25])[NH2:26])[CH2:19]4)[C:14]([F:27])=[CH:13][N:12]=3)=[CH:9][NH:8][C:5]2=[N:6][CH:7]=1. (4) Given the reactants [NH2:1][C:2]1[CH:7]=[CH:6][C:5]([N:8]2[CH2:13][CH2:12][CH:11]([C:14]3[O:18][C:17](=[O:19])[NH:16][N:15]=3)[CH2:10][CH2:9]2)=[CH:4][CH:3]=1.[N+:20]([C:23]1[O:27][C:26]([CH:28]=O)=[CH:25][CH:24]=1)([O-:22])=[O:21], predict the reaction product. The product is: [N+:20]([C:23]1[O:27][C:26](/[CH:28]=[N:1]/[C:2]2[CH:3]=[CH:4][C:5]([N:8]3[CH2:9][CH2:10][CH:11]([C:14]4[O:18][C:17](=[O:19])[NH:16][N:15]=4)[CH2:12][CH2:13]3)=[CH:6][CH:7]=2)=[CH:25][CH:24]=1)([O-:22])=[O:21]. (5) Given the reactants [NH2:1][C:2]1[CH:3]=[C:4]([CH:15]=[CH:16][CH:17]=1)[C:5]([NH:7][CH:8]1[CH2:14][CH2:13][CH2:12][CH2:11][CH2:10][CH2:9]1)=[O:6].[C:18]1(=[O:28])[O:23][C:21](=[O:22])[C:20]2=[CH:24][CH:25]=[CH:26][CH:27]=[C:19]12.C(N(CC)C(C)C)(C)C, predict the reaction product. The product is: [CH:8]1([NH:7][C:5]([C:4]2[CH:3]=[C:2]([NH:1][C:18](=[O:28])[C:19]3[C:20](=[CH:24][CH:25]=[CH:26][CH:27]=3)[C:21]([OH:23])=[O:22])[CH:17]=[CH:16][CH:15]=2)=[O:6])[CH2:14][CH2:13][CH2:12][CH2:11][CH2:10][CH2:9]1. (6) Given the reactants [CH3:1][N:2]1[C:11]2[C:6](=[CH:7][CH:8]=[CH:9][N:10]=2)[CH:5]=[C:4]([C:12]([O:14]CC)=[O:13])[C:3]1=[O:17].O.[OH-].[Li+].O.C(=O)([O-])O.[Na+], predict the reaction product. The product is: [CH3:1][N:2]1[C:11]2[C:6](=[CH:7][CH:8]=[CH:9][N:10]=2)[CH:5]=[C:4]([C:12]([OH:14])=[O:13])[C:3]1=[O:17]. (7) Given the reactants [C:1]([O:5][C:6]([NH:8][C@H:9]([C:13]1[CH:18]=[C:17]([C:19]2[CH:27]=[CH:26][C:25]([NH:28][C:29]([O:31][CH3:32])=[O:30])=[CH:24][C:20]=2[C:21]([OH:23])=O)[CH:16]=[CH:15][N:14]=1)[CH2:10][CH:11]=[CH2:12])=[O:7])([CH3:4])([CH3:3])[CH3:2].[CH2:33]([NH2:36])[CH:34]=[CH2:35].C(Cl)CCl.C1C=CC2N(O)N=NC=2C=1, predict the reaction product. The product is: [C:1]([O:5][C:6]([NH:8][C@H:9]([C:13]1[CH:18]=[C:17]([C:19]2[CH:27]=[CH:26][C:25]([NH:28][C:29](=[O:30])[O:31][CH3:32])=[CH:24][C:20]=2[C:21](=[O:23])[NH:36][CH2:33][CH:34]=[CH2:35])[CH:16]=[CH:15][N:14]=1)[CH2:10][CH:11]=[CH2:12])=[O:7])([CH3:4])([CH3:3])[CH3:2]. (8) Given the reactants [O:1]=[C:2]1[CH:7]=[C:6]([C:8]2[CH:13]=[CH:12][C:11]([C:14]([F:17])([F:16])[F:15])=[CH:10][N:9]=2)[CH:5]=[CH:4][N:3]1[C:18]1[CH:23]=[CH:22][C:21]2[C:24]3[CH2:25][N:26](C(OC(C)(C)C)=O)[CH2:27][CH2:28][C:29]=3[O:30][C:20]=2[CH:19]=1.Cl.C([O-])(O)=O.[Na+], predict the reaction product. The product is: [CH2:25]1[C:24]2[C:21]3[CH:22]=[CH:23][C:18]([N:3]4[CH:4]=[CH:5][C:6]([C:8]5[CH:13]=[CH:12][C:11]([C:14]([F:17])([F:15])[F:16])=[CH:10][N:9]=5)=[CH:7][C:2]4=[O:1])=[CH:19][C:20]=3[O:30][C:29]=2[CH2:28][CH2:27][NH:26]1. (9) Given the reactants [CH3:1][S:2][CH:3](O)[CH2:4][CH3:5].ClCCl.C(N(CC)CC)C.[Cl-].[C:18]([O-:23])(=[O:22])[C:19]([CH3:21])=[CH2:20], predict the reaction product. The product is: [CH3:1][S:2][CH2:3][CH2:4][CH2:5][O:23][C:18](=[O:22])[C:19]([CH3:21])=[CH2:20]. (10) Given the reactants [CH2:1]([N:3]([CH2:34][CH3:35])[C:4]1[CH:9]=[C:8]([C:10]([NH:12][NH:13][C:14](=O)[C:15]2[CH:20]=[C:19]([CH3:21])[C:18]([O:22][CH2:23][C:24]3[CH:29]=[CH:28][CH:27]=[CH:26][CH:25]=3)=[C:17]([CH2:30][CH3:31])[CH:16]=2)=O)[CH:7]=[C:6]([CH3:33])[N:5]=1)[CH3:2].C(N(CC)C1C=C(C2OC(C3C=C(C)C(O)=C(CC)C=3)=NN=2)C=C(C)N=1)C.COC1C=CC(P2(SP(C3C=CC(OC)=CC=3)(=S)S2)=[S:72])=CC=1, predict the reaction product. The product is: [CH2:23]([O:22][C:18]1[C:19]([CH3:21])=[CH:20][C:15]([C:14]2[S:72][C:10]([C:8]3[CH:7]=[C:6]([CH3:33])[N:5]=[C:4]([N:3]([CH2:1][CH3:2])[CH2:34][CH3:35])[CH:9]=3)=[N:12][N:13]=2)=[CH:16][C:17]=1[CH2:30][CH3:31])[C:24]1[CH:25]=[CH:26][CH:27]=[CH:28][CH:29]=1.